This data is from Catalyst prediction with 721,799 reactions and 888 catalyst types from USPTO. The task is: Predict which catalyst facilitates the given reaction. Reactant: Cl.[NH2:2][CH2:3][C:4]1[C:5](=[O:14])[NH:6][C:7]2[C:12]([CH:13]=1)=[CH:11][CH:10]=[CH:9][CH:8]=2.CC(N(C)C)=O.C(N(CC)C(C)C)(C)C.Cl[C:31]1[N:36]=[C:35]([N:37]([CH:42]([CH3:44])[CH3:43])[S:38]([CH3:41])(=[O:40])=[O:39])[CH:34]=[CH:33][N:32]=1.C(N(CC)C(C)C)(C)C. Product: [CH:42]([N:37]([C:35]1[CH:34]=[CH:33][N:32]=[C:31]([NH:2][CH2:3][C:4]2[C:5](=[O:14])[NH:6][C:7]3[C:12]([CH:13]=2)=[CH:11][CH:10]=[CH:9][CH:8]=3)[N:36]=1)[S:38]([CH3:41])(=[O:39])=[O:40])([CH3:44])[CH3:43]. The catalyst class is: 16.